Dataset: Forward reaction prediction with 1.9M reactions from USPTO patents (1976-2016). Task: Predict the product of the given reaction. (1) Given the reactants C([Si](C)(C)[O:6][CH2:7][C:8]([N:11]1[C:19]2[CH:18]=[CH:17][N:16]=[CH:15][C:14]=2[C:13]([C:20]([C:22]2[CH:23]=[C:24]([NH:28][C:29](=[O:38])[CH2:30][C:31]3[CH:36]=[CH:35][C:34]([Cl:37])=[CH:33][N:32]=3)[CH:25]=[N:26][CH:27]=2)=[O:21])=[CH:12]1)([CH3:10])[CH3:9])(C)(C)C, predict the reaction product. The product is: [Cl:37][C:34]1[CH:35]=[CH:36][C:31]([CH2:30][C:29]([NH:28][C:24]2[CH:25]=[N:26][CH:27]=[C:22]([C:20]([C:13]3[C:14]4[CH:15]=[N:16][CH:17]=[CH:18][C:19]=4[N:11]([C:8]([CH3:10])([CH3:9])[CH2:7][OH:6])[CH:12]=3)=[O:21])[CH:23]=2)=[O:38])=[N:32][CH:33]=1. (2) Given the reactants [C:1]([C:3]1[CH:4]=[C:5]([CH:22]=[CH:23][CH:24]=1)[C:6]([NH:8][CH:9]1[CH:13]([OH:14])[CH2:12][N:11](C(OC(C)(C)C)=O)[CH2:10]1)=[O:7])#[N:2].C(O)(C(F)(F)F)=O, predict the reaction product. The product is: [C:1]([C:3]1[CH:4]=[C:5]([CH:22]=[CH:23][CH:24]=1)[C:6]([NH:8][CH:9]1[CH:13]([OH:14])[CH2:12][NH:11][CH2:10]1)=[O:7])#[N:2]. (3) Given the reactants Br[CH2:2][CH:3]1[CH2:6][C:5]([CH2:29][C:30]#[N:31])([N:7]2[CH:11]=[C:10]([C:12]3[C:13]4[CH:20]=[CH:19][N:18]([CH2:21][O:22][CH2:23][CH2:24][Si:25]([CH3:28])([CH3:27])[CH3:26])[C:14]=4[N:15]=[CH:16][N:17]=3)[CH:9]=[N:8]2)[CH2:4]1.[BH4-].[Na+], predict the reaction product. The product is: [CH3:2][CH:3]1[CH2:4][C:5]([CH2:29][C:30]#[N:31])([N:7]2[CH:11]=[C:10]([C:12]3[C:13]4[CH:20]=[CH:19][N:18]([CH2:21][O:22][CH2:23][CH2:24][Si:25]([CH3:27])([CH3:26])[CH3:28])[C:14]=4[N:15]=[CH:16][N:17]=3)[CH:9]=[N:8]2)[CH2:6]1. (4) Given the reactants [NH2:1]/[C:2](/[CH2:9][C:10]1[CH:15]=[CH:14][CH:13]=[CH:12][CH:11]=1)=[CH:3]/[C:4]([O:6][CH2:7][CH3:8])=[O:5].[N:16]([C:19]1[CH:32]=[CH:31][C:22]([O:23][CH2:24][C:25]2[CH:30]=[CH:29][CH:28]=[CH:27][CH:26]=2)=[CH:21][CH:20]=1)=[C:17]=[O:18].O, predict the reaction product. The product is: [NH2:1]/[C:2](/[CH2:9][C:10]1[CH:11]=[CH:12][CH:13]=[CH:14][CH:15]=1)=[C:3](\[C:17](=[O:18])[NH:16][C:19]1[CH:20]=[CH:21][C:22]([O:23][CH2:24][C:25]2[CH:26]=[CH:27][CH:28]=[CH:29][CH:30]=2)=[CH:31][CH:32]=1)/[C:4]([O:6][CH2:7][CH3:8])=[O:5]. (5) Given the reactants [NH2:1][CH2:2][CH2:3][CH2:4][CH2:5][CH2:6][CH2:7][CH2:8][CH2:9][CH2:10][CH2:11][CH2:12][C:13]([OH:15])=[O:14].Cl, predict the reaction product. The product is: [NH2:1][CH2:2][CH2:3][CH2:4][CH2:5][CH2:6][CH2:7][CH2:8][CH2:9][CH2:10][CH2:11][CH2:12][C:13]([O-:15])=[O:14].[NH4+:1]. (6) Given the reactants [CH2:1]1[C:10]2[C:5](=[CH:6][C:7]([OH:12])=[CH:8][C:9]=2[OH:11])[O:4][C@H:3]([C:13]2[CH:18]=[C:17](O)[C:16]([OH:20])=[C:15]([OH:21])[CH:14]=2)[C@@H:2]1[O:22][C:23]([C:25]1[CH:30]=[C:29]([OH:31])[C:28]([OH:32])=[C:27]([OH:33])[CH:26]=1)=[O:24].OO, predict the reaction product. The product is: [CH2:1]1[C:10]2[C:5](=[CH:6][C:7]([OH:12])=[CH:8][C:9]=2[OH:11])[O:4][C@H:3]([C:13]2[CH:18]=[C:18]3[C:13]([C@@H:3]4[O:4][C:5]5[C:10](=[C:9]([OH:11])[CH:8]=[C:7]([OH:12])[CH:6]=5)[CH2:1][C@@H:2]4[O:22][C:23]([C:25]4[CH:26]=[C:27]([OH:33])[C:28]([OH:32])=[C:29]([OH:31])[CH:30]=4)=[O:24])=[CH:14][C:15]([OH:21])=[C:16]([OH:20])[C:17]3=[C:16]([OH:20])[C:15](=[O:21])[CH:14]=2)[C@@H:2]1[OH:22]. (7) Given the reactants [CH:1]1[C:11]2[C:10]3=[CH:12][C:13]4[CH:14]=[CH:15][C:16]([C:19]([NH2:21])=[O:20])=[CH:17][C:18]=4[N:9]3[CH2:8][CH:7]=[CH:6][C:5]=2[CH:4]=[CH:3][CH:2]=1, predict the reaction product. The product is: [CH:1]1[C:11]2[C:10]3=[CH:12][C:13]4[CH:14]=[CH:15][C:16]([C:19]([NH2:21])=[O:20])=[CH:17][C:18]=4[N:9]3[CH:8]=[CH:7][CH2:6][C:5]=2[CH:4]=[CH:3][CH:2]=1.